From a dataset of Cav3 T-type calcium channel HTS with 100,875 compounds. Binary Classification. Given a drug SMILES string, predict its activity (active/inactive) in a high-throughput screening assay against a specified biological target. (1) The drug is O=c1n(nc(c2c1cccc2)CC(=O)Nc1cc(OC)c(OC)c(OC)c1)C. The result is 0 (inactive). (2) The molecule is O=C(N(NC(=O)c1ccccc1)C(C)(C)C)c1cc(C(=O)N(NC(=O)c2ccccc2)C(C)(C)C)ccc1. The result is 0 (inactive). (3) The compound is S(=O)(=O)(N1CCCCC1)c1c2c(c(F)cc1)cccc2. The result is 0 (inactive). (4) The drug is o1c(CN2CCN(CC2)c2c(OCC)cccc2)ccc1. The result is 0 (inactive). (5) The compound is O=C1N(CCC1)CCCNC(=O)c1c(OC)cccc1. The result is 0 (inactive).